Task: Predict the reactants needed to synthesize the given product.. Dataset: Retrosynthesis with 50K atom-mapped reactions and 10 reaction types from USPTO (1) Given the product CCCC(=O)Nc1nn(COCC[Si](C)(C)C)c2cc(-c3ccc(C)cc3)ccc12, predict the reactants needed to synthesize it. The reactants are: CCCC(=O)Nc1nn(COCC[Si](C)(C)C)c2cc(Cl)ccc12.Cc1ccc(B(O)O)cc1. (2) Given the product O=C1C(O)CC(c2c(F)cccc2OCCF)N1Cc1ccc(OC(F)(F)F)cc1, predict the reactants needed to synthesize it. The reactants are: FCCI.O=C1C(O)CC(c2c(O)cccc2F)N1Cc1ccc(OC(F)(F)F)cc1.